Dataset: Reaction yield outcomes from USPTO patents with 853,638 reactions. Task: Predict the reaction yield, written as a fraction of the theoretical maximum amount of product (1.0 means a 100% yield; for example, 0.34 means a 34% yield). (1) The reactants are [CH:1]1([C:4]2[C:5]([O:18][CH2:19][C@H:20]3[CH2:25][CH2:24][C@H:23]([CH3:26])[CH2:22][CH2:21]3)=[CH:6][C:7]([F:17])=[C:8]([CH:16]=2)[C:9]([O:11]C(C)(C)C)=[O:10])[CH2:3][CH2:2]1.FC(F)(F)C(O)=O. The catalyst is ClCCl. The product is [CH:1]1([C:4]2[C:5]([O:18][CH2:19][C@H:20]3[CH2:25][CH2:24][C@H:23]([CH3:26])[CH2:22][CH2:21]3)=[CH:6][C:7]([F:17])=[C:8]([CH:16]=2)[C:9]([OH:11])=[O:10])[CH2:3][CH2:2]1. The yield is 0.480. (2) The reactants are C1N=CN(C(N2C=NC=C2)=O)C=1.[C:13]([OH:22])(=[O:21])[C:14]1[C:15](=[CH:17][CH:18]=[CH:19][CH:20]=1)[OH:16].[CH:23](O)([CH3:25])[CH3:24].O. The catalyst is CN(C=O)C. The product is [OH:16][C:15]1[CH:17]=[CH:18][CH:19]=[CH:20][C:14]=1[C:13]([O:22][CH:23]([CH3:25])[CH3:24])=[O:21]. The yield is 0.540. (3) The reactants are [NH2:1]/[C:2](/[C:17]#[N:18])=[C:3](\[NH:6][C:7]([NH:9][C@H:10]1[CH2:15][CH2:14][C@H:13]([OH:16])[CH2:12][CH2:11]1)=[O:8])/[C:4]#[N:5].O[C@H]1C[CH2:24][C@H:23]([C:26](O)=O)[CH2:22][CH2:21]1.C(N(CC)CC)C.C1(P(N=[N+]=[N-])(C2C=CC=CC=2)=[O:43])C=CC=CC=1.[O-][Mn](=O)(=O)=O.[K+].N/C(/C#N)=C(\N)/C#N.C([O:70][CH2:71][CH3:72])(=O)C. The catalyst is C1(C)C=CC=CC=1.C(#N)C. The product is [OH:16][C@H:13]1[CH2:14][CH2:15][C@H:10]([N:9]2[C:7](=[O:8])[NH:6][C:3]3[C:4]2=[N:5][C:26]([C:23]2[CH:22]=[CH:21][CH:72]=[C:71]([OH:70])[CH:24]=2)=[N:1][C:2]=3[C:17]([NH2:18])=[O:43])[CH2:11][CH2:12]1. The yield is 0.310. (4) The reactants are C[N:2]1[CH2:7][CH2:6][O:5]C[CH2:3]1.[C:8]([O:12][C:13]([NH:15][C@@H:16]([C@@H:20]([CH3:23])[CH2:21][CH3:22])[C:17]([OH:19])=O)=[O:14])([CH3:11])([CH3:10])[CH3:9].CN(C(ON1N=NC2C=CC=CC1=2)=[N+](C)C)C.[B-](F)(F)(F)F.Cl.N1CC(O)C1. The catalyst is CN(C=O)C.C(Cl)Cl. The product is [OH:5][CH:6]1[CH2:7][N:2]([C:17](=[O:19])[C@@H:16]([NH:15][C:13](=[O:14])[O:12][C:8]([CH3:9])([CH3:10])[CH3:11])[C@@H:20]([CH3:23])[CH2:21][CH3:22])[CH2:3]1. The yield is 0.970. (5) The reactants are [F:1][C:2]1[CH:3]=[CH:4][C:5]([CH3:19])=[C:6]([C:8]2[CH:17]=[C:16]3[C:11]([CH:12]=[C:13]([NH2:18])[N:14]=[CH:15]3)=[CH:10][CH:9]=2)[CH:7]=1.[O:20]1[CH2:25][CH2:24][CH:23]([C:26](O)=[O:27])[CH2:22][CH2:21]1.C(N(CC)C(C)C)(C)C.F[P-](F)(F)(F)(F)F.N1(OC(N(C)C)=[N+](C)C)C2N=CC=CC=2N=N1. The catalyst is ClCCl.O. The product is [F:1][C:2]1[CH:3]=[CH:4][C:5]([CH3:19])=[C:6]([C:8]2[CH:17]=[C:16]3[C:11]([CH:12]=[C:13]([NH:18][C:26]([CH:23]4[CH2:24][CH2:25][O:20][CH2:21][CH2:22]4)=[O:27])[N:14]=[CH:15]3)=[CH:10][CH:9]=2)[CH:7]=1. The yield is 0.210. (6) The reactants are [C:1]([C:4]1[C:9]([C:10]2[CH:15]=[CH:14][CH:13]=[CH:12][CH:11]=2)=[N:8][N:7]([CH2:16][CH3:17])[C:6](=[O:18])[C:5]=1[N+:19]([O-])=O)(=[O:3])[CH3:2].N[C:23]1[CH:32]=[CH:31][C:30]([C:33]([OH:35])=[O:34])=[C:29]2[C:24]=1[CH:25]=[CH:26][CH:27]=[N:28]2. The product is [C:1]([C:4]1[C:9]([C:10]2[CH:15]=[CH:14][CH:13]=[CH:12][CH:11]=2)=[N:8][N:7]([CH2:16][CH3:17])[C:6](=[O:18])[C:5]=1[NH:19][C:23]1[CH:32]=[CH:31][C:30]([C:33]([OH:35])=[O:34])=[C:29]2[C:24]=1[CH:25]=[CH:26][CH:27]=[N:28]2)(=[O:3])[CH3:2]. The catalyst is C(O)C. The yield is 0.417. (7) The reactants are C[O-].[Na+].[C:4]([C:7]1[CH:14]=[CH:13][CH:12]=[CH:11][C:8]=1[CH:9]=[O:10])([OH:6])=O.[C:15]1([C:24]2[C:19](=[CH:20][CH:21]=[CH:22][CH:23]=2)[CH2:18]O1)=[O:16]. The catalyst is C(OCC)(=O)C. The product is [CH:20]1[C:19]2[C:18]3[C:9](=[O:10])[C:8]4[CH:11]=[CH:12][CH:13]=[CH:14][C:7]=4[C:4]=3[O:6][C:15](=[O:16])[C:24]=2[CH:23]=[CH:22][CH:21]=1. The yield is 0.860.